Dataset: Catalyst prediction with 721,799 reactions and 888 catalyst types from USPTO. Task: Predict which catalyst facilitates the given reaction. Reactant: [C:1]([O:5][C@@H:6]([C:12]1[C:30]([CH3:31])=[CH:29][C:15]2[N:16]=[C:17]([C:19]3[CH:20]=[C:21]4[C:25](=[CH:26][CH:27]=3)[C:24](=[O:28])[NH:23][CH2:22]4)[S:18][C:14]=2[C:13]=1[C:32]1[CH:37]=[CH:36][C:35]([Cl:38])=[CH:34][CH:33]=1)[C:7]([O:9][CH2:10][CH3:11])=[O:8])([CH3:4])([CH3:3])[CH3:2].[H-].[Na+].I[CH3:42].[NH4+].[Cl-]. Product: [C:1]([O:5][C@@H:6]([C:12]1[C:30]([CH3:31])=[CH:29][C:15]2[N:16]=[C:17]([C:19]3[CH:20]=[C:21]4[C:25](=[CH:26][CH:27]=3)[C:24](=[O:28])[N:23]([CH3:42])[CH2:22]4)[S:18][C:14]=2[C:13]=1[C:32]1[CH:37]=[CH:36][C:35]([Cl:38])=[CH:34][CH:33]=1)[C:7]([O:9][CH2:10][CH3:11])=[O:8])([CH3:2])([CH3:3])[CH3:4]. The catalyst class is: 31.